Dataset: Catalyst prediction with 721,799 reactions and 888 catalyst types from USPTO. Task: Predict which catalyst facilitates the given reaction. (1) Reactant: [CH3:1][S:2]([NH:5][C:6]1[CH:20]=[CH:19][C:9]([CH2:10][NH:11]C(=O)OC(C)(C)C)=[CH:8][C:7]=1[CH:21]=[CH2:22])(=[O:4])=[O:3].C(O)(C(F)(F)F)=O. Product: [NH2:11][CH2:10][C:9]1[CH:19]=[CH:20][C:6]([NH:5][S:2]([CH3:1])(=[O:4])=[O:3])=[C:7]([CH:21]=[CH2:22])[CH:8]=1. The catalyst class is: 2. (2) Reactant: [C:1]1([C:7]2[N:8]=[C:9]3[CH:14]=[CH:13][C:12]([C:15]([O:17][CH3:18])=[O:16])=[CH:11][N:10]3[CH:19]=2)[CH:6]=[CH:5][CH:4]=[CH:3][CH:2]=1.Cl. Product: [C:1]1([C:7]2[N:8]=[C:9]3[CH2:14][CH2:13][CH:12]([C:15]([O:17][CH3:18])=[O:16])[CH2:11][N:10]3[CH:19]=2)[CH:2]=[CH:3][CH:4]=[CH:5][CH:6]=1. The catalyst class is: 19. (3) Reactant: Br[C:2]1[C:10]2[C:9]([NH:11][C@H:12]([C:14]3[N:19]([C:20]4[CH:25]=[CH:24][CH:23]=[CH:22][CH:21]=4)[C:18](=[O:26])[C:17]4=[C:27]([CH3:30])[CH:28]=[CH:29][N:16]4[N:15]=3)[CH3:13])=[N:8][CH:7]=[N:6][C:5]=2[N:4]([CH2:31][O:32][CH2:33][CH2:34][Si:35]([CH3:38])([CH3:37])[CH3:36])[CH:3]=1.[CH3:39][O:40][C:41]1[CH:46]=[C:45]([O:47][CH3:48])[CH:44]=[CH:43][C:42]=1B(O)O.C(=O)([O-])[O-].[Na+].[Na+]. Product: [CH3:39][O:40][C:41]1[CH:46]=[C:45]([O:47][CH3:48])[CH:44]=[CH:43][C:42]=1[C:2]1[C:10]2[C:9]([NH:11][C@H:12]([C:14]3[N:19]([C:20]4[CH:25]=[CH:24][CH:23]=[CH:22][CH:21]=4)[C:18](=[O:26])[C:17]4=[C:27]([CH3:30])[CH:28]=[CH:29][N:16]4[N:15]=3)[CH3:13])=[N:8][CH:7]=[N:6][C:5]=2[N:4]([CH2:31][O:32][CH2:33][CH2:34][Si:35]([CH3:38])([CH3:37])[CH3:36])[CH:3]=1. The catalyst class is: 235. (4) Reactant: Cl.[F:2][C:3]1[CH:4]=[C:5]2[C:9](=[CH:10][CH:11]=1)[NH:8][C:7]([C:12]1[CH:13]=[N:14][CH:15]=[CH:16][CH:17]=1)=[C:6]2[CH3:18].[H-].[Na+].[CH:21]([O:24][C:25](Cl)=[O:26])([CH3:23])[CH3:22]. Product: [CH:21]([O:24][C:25]([N:8]1[C:9]2[C:5](=[CH:4][C:3]([F:2])=[CH:11][CH:10]=2)[C:6]([CH3:18])=[C:7]1[C:12]1[CH:13]=[N:14][CH:15]=[CH:16][CH:17]=1)=[O:26])([CH3:23])[CH3:22]. The catalyst class is: 3. (5) Reactant: Cl[C:2]1[CH:7]=[C:6]([O:8][C:9]2[CH:14]=[CH:13][C:12]([NH2:15])=[C:11]([F:16])[C:10]=2[F:17])[CH:5]=[CH:4][N:3]=1.[CH3:18][N:19]1[CH:23]=[C:22](B2OC(C)(C)C(C)(C)O2)[CH:21]=[N:20]1. Product: [F:16][C:11]1[C:10]([F:17])=[C:9]([O:8][C:6]2[CH:5]=[CH:4][N:3]=[C:2]([C:22]3[CH:21]=[N:20][N:19]([CH3:18])[CH:23]=3)[CH:7]=2)[CH:14]=[CH:13][C:12]=1[NH2:15]. The catalyst class is: 108. (6) Reactant: [F:1][C:2]([F:7])([F:6])[C:3]([OH:5])=[O:4].C(OC([N:15]1[CH2:20][CH2:19][CH:18]([O:21][CH3:22])[CH2:17][CH2:16]1)=O)(C)(C)C. Product: [F:1][C:2]([F:7])([F:6])[C:3]([OH:5])=[O:4].[CH3:22][O:21][CH:18]1[CH2:19][CH2:20][NH:15][CH2:16][CH2:17]1. The catalyst class is: 4. (7) Product: [N:1]1[C:6]2[NH:7][CH:8]=[CH:9][C:5]=2[C:4]([N:10]2[CH2:14][CH2:13][C@@H:12]([N:15]([CH3:24])[C:16]3[N:17]=[C:18]4[NH:23][CH:25]=[N:22][C:19]4=[CH:20][CH:21]=3)[CH2:11]2)=[N:3][CH:2]=1. Reactant: [N:1]1[C:6]2[NH:7][CH:8]=[CH:9][C:5]=2[C:4]([N:10]2[CH2:14][CH2:13][C@@H:12]([N:15]([CH3:24])[C:16]3[CH:21]=[CH:20][C:19]([NH2:22])=[C:18]([NH2:23])[N:17]=3)[CH2:11]2)=[N:3][CH:2]=1.[CH2:25](OC(OCC)OCC)C.O.CC1C=CC(S(O)(=O)=O)=CC=1. The catalyst class is: 5. (8) Reactant: C(N(CC)CC)C.[C:8]([C:10]1[CH:18]=[CH:17][C:13]([C:14](Cl)=[O:15])=[CH:12][CH:11]=1)#[N:9].[CH3:19][C:20]1[C:21](=[O:49])[N:22]([C:37]2[CH:44]=[CH:43][C:40]([C:41]#[N:42])=[C:39]([C:45]([F:48])([F:47])[F:46])[CH:38]=2)[C:23](=[O:36])[C:24]=1[CH2:25][CH2:26][CH2:27][CH2:28][CH2:29][N:30]1[CH2:35][CH2:34][NH:33][CH2:32][CH2:31]1. Product: [C:8]([C:10]1[CH:18]=[CH:17][C:13]([C:14]([N:33]2[CH2:34][CH2:35][N:30]([CH2:29][CH2:28][CH2:27][CH2:26][CH2:25][C:24]3[C:23](=[O:36])[N:22]([C:37]4[CH:44]=[CH:43][C:40]([C:41]#[N:42])=[C:39]([C:45]([F:46])([F:47])[F:48])[CH:38]=4)[C:21](=[O:49])[C:20]=3[CH3:19])[CH2:31][CH2:32]2)=[O:15])=[CH:12][CH:11]=1)#[N:9]. The catalyst class is: 54. (9) Reactant: [CH3:1][C:2]1[N:7]=[C:6]([NH:8][CH3:9])[N:5]=[C:4]([NH:10][CH:11]2[CH2:16][CH2:15][CH2:14][CH:13]([C:17]([OH:19])=O)[CH2:12]2)[N:3]=1.C(N(C(C)C)CC)(C)C.[Br:29][C:30]1[CH:35]=[CH:34][C:33]([CH2:36][NH2:37])=[C:32]([Cl:38])[CH:31]=1.F[P-](F)(F)(F)(F)F.N1(O[P+](N(C)C)(N(C)C)N(C)C)C2C=CC=CC=2N=N1.C([O-])(O)=O.[Na+]. Product: [Br:29][C:30]1[CH:35]=[CH:34][C:33]([CH2:36][NH:37][C:17]([CH:13]2[CH2:14][CH2:15][CH2:16][CH:11]([NH:10][C:4]3[N:3]=[C:2]([CH3:1])[N:7]=[C:6]([NH:8][CH3:9])[N:5]=3)[CH2:12]2)=[O:19])=[C:32]([Cl:38])[CH:31]=1. The catalyst class is: 9.